From a dataset of Forward reaction prediction with 1.9M reactions from USPTO patents (1976-2016). Predict the product of the given reaction. (1) Given the reactants [C:1]([O:5][C:6](=[O:17])[CH2:7][O:8][C:9]1[CH:14]=[CH:13][C:12]([Cl:15])=[CH:11][C:10]=1Br)([CH3:4])([CH3:3])[CH3:2].[Cl:18][C:19]1[CH:24]=[CH:23][C:22](B(O)O)=[CH:21][CH:20]=1, predict the reaction product. The product is: [Cl:18][C:19]1[CH:24]=[CH:23][C:22]([C:10]2[CH:11]=[C:12]([Cl:15])[CH:13]=[CH:14][C:9]=2[O:8][CH2:7][C:6]([O:5][C:1]([CH3:4])([CH3:3])[CH3:2])=[O:17])=[CH:21][CH:20]=1. (2) Given the reactants CO[C:3](=[O:22])[C:4]1[CH:9]=[CH:8][C:7]([O:10][CH2:11][C:12]2[C:13]([CH2:18][CH2:19][CH2:20][CH3:21])=[N:14][O:15][C:16]=2[CH3:17])=[N:6][CH:5]=1.[NH2:23][CH:24]([CH2:27][OH:28])[CH2:25][OH:26], predict the reaction product. The product is: [CH2:18]([C:13]1[C:12]([CH2:11][O:10][C:7]2[CH:8]=[CH:9][C:4]([C:3]([NH:23][CH:24]([CH2:27][OH:28])[CH2:25][OH:26])=[O:22])=[CH:5][N:6]=2)=[C:16]([CH3:17])[O:15][N:14]=1)[CH2:19][CH2:20][CH3:21].